This data is from Reaction yield outcomes from USPTO patents with 853,638 reactions. The task is: Predict the reaction yield, written as a fraction of the theoretical maximum amount of product (1.0 means a 100% yield; for example, 0.34 means a 34% yield). (1) The reactants are [F:1][C:2]1[CH:7]=[CH:6][CH:5]=[CH:4][C:3]=1[C:8]1[C:12]([C:13]([OH:15])=O)=[C:11]([CH3:16])[O:10][N:9]=1.Cl.C(N=C=NCCCN(C)C)C.[Cl:29][C:30]1[CH:31]=[C:32]([N:37]2[CH2:42][CH2:41][NH:40][CH2:39][CH2:38]2)[CH:33]=[CH:34][C:35]=1[Cl:36]. The catalyst is ClCCl. The product is [Cl:29][C:30]1[CH:31]=[C:32]([N:37]2[CH2:42][CH2:41][N:40]([C:13]([C:12]3[C:8]([C:3]4[CH:4]=[CH:5][CH:6]=[CH:7][C:2]=4[F:1])=[N:9][O:10][C:11]=3[CH3:16])=[O:15])[CH2:39][CH2:38]2)[CH:33]=[CH:34][C:35]=1[Cl:36]. The yield is 0.740. (2) The reactants are [NH:1]([C:3]1[CH:4]=[CH:5][C:6]([O:9][CH3:10])=[N:7][CH:8]=1)[NH2:2].Cl.[Na].[C:13]([CH:15]=[C:16](O)[C:17]([O:19][CH2:20][CH3:21])=[O:18])#[N:14]. The catalyst is C(O)C. The product is [NH2:14][C:13]1[N:1]([C:3]2[CH:8]=[N:7][C:6]([O:9][CH3:10])=[CH:5][CH:4]=2)[N:2]=[C:16]([C:17]([O:19][CH2:20][CH3:21])=[O:18])[CH:15]=1. The yield is 0.540. (3) The catalyst is CN(C=O)C. The reactants are I[CH2:2][CH3:3].[Cl:4][C:5]1[C:6]([OH:13])=[C:7]([CH:10]=[CH:11][CH:12]=1)[CH:8]=[O:9].C([O-])([O-])=O.[K+].[K+]. The yield is 0.910. The product is [Cl:4][C:5]1[C:6]([O:13][CH2:2][CH3:3])=[C:7]([CH:10]=[CH:11][CH:12]=1)[CH:8]=[O:9]. (4) The reactants are [CH2:1]([O:3][C:4](=[O:25])[CH2:5][CH:6]1[CH2:11][CH2:10][N:9]([C:12]2[C:17]([N+:18]([O-])=O)=[CH:16][C:15]([S:21]([CH3:24])(=[O:23])=[O:22])=[CH:14][N:13]=2)[CH2:8][CH2:7]1)[CH3:2].C(O)C. The catalyst is [Pd].C(OCC)(=O)C. The product is [CH2:1]([O:3][C:4](=[O:25])[CH2:5][CH:6]1[CH2:11][CH2:10][N:9]([C:12]2[C:17]([NH2:18])=[CH:16][C:15]([S:21]([CH3:24])(=[O:23])=[O:22])=[CH:14][N:13]=2)[CH2:8][CH2:7]1)[CH3:2]. The yield is 1.00. (5) The reactants are [C:1]([O:5][C:6](=[O:26])[NH:7][CH:8]([C:17]([N:19]1[CH2:24][CH2:23][CH:22]([CH3:25])[CH2:21][CH2:20]1)=[O:18])[CH2:9][CH2:10][N:11]1[C:15](Br)=[CH:14][CH:13]=[N:12]1)([CH3:4])([CH3:3])[CH3:2].C[C:28]([N:30](C)C)=O. The catalyst is C1C=CC(/C=C/C(/C=C/C2C=CC=CC=2)=O)=CC=1.C1C=CC(/C=C/C(/C=C/C2C=CC=CC=2)=O)=CC=1.C1C=CC(/C=C/C(/C=C/C2C=CC=CC=2)=O)=CC=1.[Pd].[Pd].C1C=CC(P(C2C=CC=CC=2)[C-]2C=CC=C2)=CC=1.C1C=CC(P(C2C=CC=CC=2)[C-]2C=CC=C2)=CC=1.[Fe+2].[C-]#N.[C-]#N.[Zn+2].[Zn]. The product is [C:1]([O:5][C:6](=[O:26])[NH:7][CH:8]([C:17]([N:19]1[CH2:24][CH2:23][CH:22]([CH3:25])[CH2:21][CH2:20]1)=[O:18])[CH2:9][CH2:10][N:11]1[C:15]([C:28]#[N:30])=[CH:14][CH:13]=[N:12]1)([CH3:4])([CH3:3])[CH3:2]. The yield is 0.740.